Dataset: Reaction yield outcomes from USPTO patents with 853,638 reactions. Task: Predict the reaction yield, written as a fraction of the theoretical maximum amount of product (1.0 means a 100% yield; for example, 0.34 means a 34% yield). (1) The reactants are [CH:1]1[CH2:5][CH:4]=[CH:3][CH:2]=1.[Li].[Cl:7][C:8]1[CH:24]=[CH:23][C:11]([CH2:12][C:13]([CH2:15][C:16]2[CH:21]=[CH:20][C:19]([Cl:22])=[CH:18][CH:17]=2)=O)=[CH:10][CH:9]=1.Cl.CCCCCC. The yield is 0.220. The product is [Cl:7][C:8]1[CH:9]=[CH:10][C:11]([CH2:12][C:13]([CH2:15][C:16]2[CH:21]=[CH:20][C:19]([Cl:22])=[CH:18][CH:17]=2)=[C:2]2[CH:1]=[CH:5][CH:4]=[CH:3]2)=[CH:23][CH:24]=1. The catalyst is C1COCC1. (2) The reactants are Br[C:2]1[CH:3]=[N:4][C:5]([N:8]2[CH2:13][CH2:12][N:11]([C:14]([O:16][C:17]([CH3:20])([CH3:19])[CH3:18])=[O:15])[CH2:10][C@@H:9]2[CH3:21])=[N:6][CH:7]=1.C([O-])(=O)C.[K+].[B:27]1([B:27]2[O:31][C:30]([CH3:33])([CH3:32])[C:29]([CH3:35])([CH3:34])[O:28]2)[O:31][C:30]([CH3:33])([CH3:32])[C:29]([CH3:35])([CH3:34])[O:28]1. The catalyst is O1CCOCC1.C1C=CC(/C=C/C(/C=C/C2C=CC=CC=2)=O)=CC=1.C1C=CC(/C=C/C(/C=C/C2C=CC=CC=2)=O)=CC=1.C1C=CC(/C=C/C(/C=C/C2C=CC=CC=2)=O)=CC=1.[Pd].[Pd].C1(P(C2CCCCC2)C2C=CC=CC=2C2C(C(C)C)=CC(C(C)C)=CC=2C(C)C)CCCCC1. The product is [CH3:21][C@@H:9]1[N:8]([C:5]2[N:4]=[CH:3][C:2]([B:27]3[O:31][C:30]([CH3:33])([CH3:32])[C:29]([CH3:35])([CH3:34])[O:28]3)=[CH:7][N:6]=2)[CH2:13][CH2:12][N:11]([C:14]([O:16][C:17]([CH3:20])([CH3:19])[CH3:18])=[O:15])[CH2:10]1. The yield is 0.804. (3) The reactants are O[CH2:2][CH2:3][NH:4][C@H:5]([C:8]([OH:10])=[O:9])[CH2:6][SH:7].[ClH:11]. No catalyst specified. The product is [Cl:11][CH2:2][CH2:3][NH:4][C@H:5]([C:8]([OH:10])=[O:9])[CH2:6][SH:7]. The yield is 0.938. (4) The reactants are [I:1][C:2]1[N:3]=[C:4]([C@@H:8]2[CH2:12][CH2:11][C@H:10]([CH3:13])[N:9]2[C:14]([O:16][C:17]([CH3:20])([CH3:19])[CH3:18])=[O:15])[NH:5][C:6]=1I.S([O-])([O-])(=O)=S.[Na+].[Na+]. The catalyst is C(O)C.O. The product is [I:1][C:2]1[NH:3][C:4]([C@@H:8]2[CH2:12][CH2:11][C@H:10]([CH3:13])[N:9]2[C:14]([O:16][C:17]([CH3:18])([CH3:20])[CH3:19])=[O:15])=[N:5][CH:6]=1. The yield is 0.730. (5) The reactants are [CH2:1]([O:8][C:9]1[C:10]([C:37]([O:39]C)=[O:38])=[N:11][C:12]([N:19]([CH3:36])[S:20]([CH2:23][CH2:24][CH2:25][CH2:26][CH2:27][NH:28][C:29]([O:31][C:32]([CH3:35])([CH3:34])[CH3:33])=[O:30])(=[O:22])=[O:21])=[C:13]2[C:18]=1[N:17]=[CH:16][CH:15]=[CH:14]2)[C:2]1[CH:7]=[CH:6][CH:5]=[CH:4][CH:3]=1.[OH-].[Na+].C(OCC)(=O)C.Cl. The catalyst is CO.O. The product is [CH2:1]([O:8][C:9]1[C:10]([C:37]([OH:39])=[O:38])=[N:11][C:12]([N:19]([CH3:36])[S:20]([CH2:23][CH2:24][CH2:25][CH2:26][CH2:27][NH:28][C:29]([O:31][C:32]([CH3:34])([CH3:35])[CH3:33])=[O:30])(=[O:21])=[O:22])=[C:13]2[C:18]=1[N:17]=[CH:16][CH:15]=[CH:14]2)[C:2]1[CH:3]=[CH:4][CH:5]=[CH:6][CH:7]=1. The yield is 0.940. (6) The reactants are [CH3:1][O:2][C:3]1[CH:4]=[C:5]([CH:10]=[CH:11][CH:12]=1)[C:6](=[O:9])[CH2:7]Br.[N-:13]=[N+:14]=[N-:15].[Na+]. The catalyst is CN(C=O)C. The product is [N:13]([CH2:7][C:6]([C:5]1[CH:10]=[CH:11][CH:12]=[C:3]([O:2][CH3:1])[CH:4]=1)=[O:9])=[N+:14]=[N-:15]. The yield is 0.900.